Dataset: Full USPTO retrosynthesis dataset with 1.9M reactions from patents (1976-2016). Task: Predict the reactants needed to synthesize the given product. (1) Given the product [CH:36]1([NH:39][C:2]2[N:7]=[C:6]([C:8]3[S:12][C:11]([C:13]([CH3:15])([CH3:16])[CH3:14])=[N:10][C:9]=3[C:17]3[C:18]([F:35])=[C:19]([NH:23][S:24]([C:27]4[C:28]([F:34])=[CH:29][CH:30]=[CH:31][C:32]=4[F:33])(=[O:26])=[O:25])[CH:20]=[CH:21][CH:22]=3)[CH:5]=[CH:4][N:3]=2)[CH2:38][CH2:37]1, predict the reactants needed to synthesize it. The reactants are: Cl[C:2]1[N:7]=[C:6]([C:8]2[S:12][C:11]([C:13]([CH3:16])([CH3:15])[CH3:14])=[N:10][C:9]=2[C:17]2[C:18]([F:35])=[C:19]([NH:23][S:24]([C:27]3[C:32]([F:33])=[CH:31][CH:30]=[CH:29][C:28]=3[F:34])(=[O:26])=[O:25])[CH:20]=[CH:21][CH:22]=2)[CH:5]=[CH:4][N:3]=1.[CH:36]1([NH2:39])[CH2:38][CH2:37]1. (2) Given the product [C:20]([Cl:1])(=[O:21])[C:7]1[CH:8]=[CH:9][CH:16]=[CH:15][CH:14]=1, predict the reactants needed to synthesize it. The reactants are: [ClH:1].C(N=C=N[CH2:7][CH2:8][CH2:9]N(C)C)C.N1C=C[CH:16]=[CH:15][CH:14]=1.C[C:20](C)=[O:21]. (3) Given the product [Cl:21][C:22]1[CH:29]=[CH:28][C:27]([Cl:30])=[CH:26][C:23]=1[CH:24]=[C:15]1[C:16](=[O:18])[O:17][C:12]([CH3:20])([CH3:11])[O:13][C:14]1=[O:19], predict the reactants needed to synthesize it. The reactants are: N1CCCCC1.C(O)(=O)C.[CH3:11][C:12]1([CH3:20])[O:17][C:16](=[O:18])[CH2:15][C:14](=[O:19])[O:13]1.[Cl:21][C:22]1[CH:29]=[CH:28][C:27]([Cl:30])=[CH:26][C:23]=1[CH:24]=O. (4) The reactants are: [Cl:1][C:2]1[CH:3]=[C:4]2[C:9](=[CH:10][CH:11]=1)[N:8]=[CH:7][C:6]([N+:12]([O-])=O)=[C:5]2[NH:15][CH2:16][C:17]1[CH:22]=[CH:21][C:20]([O:23][CH3:24])=[CH:19][C:18]=1[O:25][CH3:26].ClC1C=C2C(=CC=1)N=CC([N+]([O-])=O)=C2NC. Given the product [Cl:1][C:2]1[CH:3]=[C:4]2[C:9](=[CH:10][CH:11]=1)[N:8]=[CH:7][C:6]([NH2:12])=[C:5]2[NH:15][CH2:16][C:17]1[CH:22]=[CH:21][C:20]([O:23][CH3:24])=[CH:19][C:18]=1[O:25][CH3:26], predict the reactants needed to synthesize it. (5) Given the product [OH:27][NH:26][C:1](=[NH:2])[C:3]1[CH:12]=[CH:11][CH:10]=[C:9]2[C:4]=1[CH2:5][CH2:6][N:7]([C:13]([O:15][C:16]([CH3:18])([CH3:17])[CH3:19])=[O:14])[CH2:8]2, predict the reactants needed to synthesize it. The reactants are: [C:1]([C:3]1[CH:12]=[CH:11][CH:10]=[C:9]2[C:4]=1[CH2:5][CH2:6][N:7]([C:13]([O:15][C:16]([CH3:19])([CH3:18])[CH3:17])=[O:14])[CH2:8]2)#[N:2].C(=O)([O-])O.[Na+].Cl.[NH2:26][OH:27]. (6) The reactants are: [CH3:1][O:2][C:3](=[O:18])[CH2:4][CH2:5][C:6]#[C:7][C:8]1[CH:13]=[CH:12][CH:11]=[C:10]([N+:14]([O-:16])=[O:15])[C:9]=1[F:17]. Given the product [CH3:1][O:2][C:3](=[O:18])[CH2:4][CH2:5][CH2:6][CH2:7][C:8]1[CH:13]=[CH:12][CH:11]=[C:10]([N+:14]([O-:16])=[O:15])[C:9]=1[F:17], predict the reactants needed to synthesize it. (7) The reactants are: [Cl:1][C:2]1[N:7]([CH2:8][CH3:9])[C:6](=[O:10])[NH:5][C:4](=[O:11])[C:3]=1[CH:12]([CH3:14])[CH3:13].[H-].[Na+].[CH3:17][O:18][CH2:19]Cl. Given the product [Cl:1][C:2]1[N:7]([CH2:8][CH3:9])[C:6](=[O:10])[N:5]([CH2:17][O:18][CH3:19])[C:4](=[O:11])[C:3]=1[CH:12]([CH3:13])[CH3:14], predict the reactants needed to synthesize it.